Task: Binary Classification. Given a T-cell receptor sequence (or CDR3 region) and an epitope sequence, predict whether binding occurs between them.. Dataset: TCR-epitope binding with 47,182 pairs between 192 epitopes and 23,139 TCRs (1) The epitope is RLRAEAQVK. The TCR CDR3 sequence is CASSGRGTGGTGELFF. Result: 1 (the TCR binds to the epitope). (2) The epitope is YFPLQSYGF. The TCR CDR3 sequence is CASSEAVAAVYGYTF. Result: 1 (the TCR binds to the epitope).